This data is from Forward reaction prediction with 1.9M reactions from USPTO patents (1976-2016). The task is: Predict the product of the given reaction. (1) Given the reactants [CH2:1]([Sn:5]([CH2:20][CH2:21][CH2:22][CH3:23])([CH2:16][CH2:17][CH2:18][CH3:19])[C:6]1[CH:11]=[CH:10][N:9]=[C:8]([C:12]([OH:15])([CH3:14])[CH3:13])[CH:7]=1)[CH2:2][CH2:3][CH3:4].[H-].[Na+].[CH3:26]I, predict the reaction product. The product is: [CH3:26][O:15][C:12]([C:8]1[CH:7]=[C:6]([Sn:5]([CH2:16][CH2:17][CH2:18][CH3:19])([CH2:1][CH2:2][CH2:3][CH3:4])[CH2:20][CH2:21][CH2:22][CH3:23])[CH:11]=[CH:10][N:9]=1)([CH3:13])[CH3:14]. (2) Given the reactants [F:1][C:2]1[CH:7]=[C:6]([N:8]2[CH:12]=[CH:11][CH:10]=[N:9]2)[CH:5]=[CH:4][C:3]=1[N:13]1[CH:18]=[C:17]([O:19][CH3:20])[C:16](=[O:21])[C:15]([C:22]([CH:24]2C(=O)OC(C)(C)OC2=O)=[O:23])=[N:14]1, predict the reaction product. The product is: [C:22]([C:15]1[C:16](=[O:21])[C:17]([O:19][CH3:20])=[CH:18][N:13]([C:3]2[CH:4]=[CH:5][C:6]([N:8]3[CH:12]=[CH:11][CH:10]=[N:9]3)=[CH:7][C:2]=2[F:1])[N:14]=1)(=[O:23])[CH3:24]. (3) Given the reactants [CH2:1]([Li:5])CCC.[S:6]1[CH:10]=[CH:9][N:8]=[CH:7]1.[CH3:11][C:12]1([CH3:42])[CH2:21][CH:20]=[C:19](C2C=CC(C)=CC=2)[C:18]2[CH:17]=[C:16]([C:29]#[C:30][C:31]3[CH:41]=[CH:40][C:34]([C:35]([O:37][CH2:38][CH3:39])=[O:36])=[CH:33][CH:32]=3)[CH:15]=[CH:14][C:13]1=2, predict the reaction product. The product is: [Li:5][C:1]1[S:6][CH:10]=[CH:9][N:8]=1.[CH3:42][C:12]1([CH3:11])[CH2:21][CH:20]=[C:19]([C:7]2[S:6][CH:10]=[CH:9][N:8]=2)[C:18]2[CH:17]=[C:16]([C:29]#[C:30][C:31]3[CH:32]=[CH:33][C:34]([C:35]([O:37][CH2:38][CH3:39])=[O:36])=[CH:40][CH:41]=3)[CH:15]=[CH:14][C:13]1=2. (4) The product is: [C:67]([O:66][C:64]([N:14]([CH2:33][C:35]1[CH:40]=[CH:39][C:38]([B:41]([OH:43])[OH:42])=[CH:37][CH:36]=1)[CH2:13][C:11]1[N:10]=[N:9][N:8]([CH2:7][C:6]2[CH:5]=[CH:4][C:3]([O:2][CH3:1])=[CH:16][CH:15]=2)[CH:12]=1)=[O:65])([CH3:70])([CH3:69])[CH3:68].[C:75]([O:74][C:72]([N:30]([CH2:33][C:35]1[CH:40]=[CH:39][C:38]([B:41]([OH:43])[OH:42])=[CH:37][CH:36]=1)[CH2:29][C:28]1[N:24]([CH2:23][C:22]2[CH:21]=[CH:20][C:19]([O:18][CH3:17])=[CH:32][CH:31]=2)[N:25]=[N:26][CH:27]=1)=[O:73])([CH3:76])([CH3:77])[CH3:78]. Given the reactants [CH3:1][O:2][C:3]1[CH:16]=[CH:15][C:6]([CH2:7][N:8]2[CH:12]=[C:11]([CH2:13][NH2:14])[N:10]=[N:9]2)=[CH:5][CH:4]=1.[CH3:17][O:18][C:19]1[CH:32]=[CH:31][C:22]([CH2:23][N:24]2[C:28]([CH2:29][NH2:30])=[CH:27][N:26]=[N:25]2)=[CH:21][CH:20]=1.[CH:33]([C:35]1[CH:40]=[CH:39][C:38]([B:41]([OH:43])[OH:42])=[CH:37][CH:36]=1)=O.C(O[BH-](OC(=O)C)OC(=O)C)(=O)C.[Na+].C(=O)([O-])[O-].[K+].[K+].[C:64](O[C:72]([O:74][C:75]([CH3:78])([CH3:77])[CH3:76])=[O:73])([O:66][C:67]([CH3:70])([CH3:69])[CH3:68])=[O:65], predict the reaction product. (5) Given the reactants [Cl:1][C:2]1[C:3]([O:11][CH3:12])=[N:4][CH:5]=[C:6](B(O)O)[CH:7]=1.[O-]P([O-])([O-])=O.[K+].[K+].[K+].O.[C:22]([O:26][C:27]([N:29]1[CH2:33][CH2:32][C@H:31]([O:34][C:35]2[CH:36]=[C:37]3[C:42](=[CH:43][CH:44]=2)[N:41]=[CH:40][CH:39]=[C:38]3Br)[CH2:30]1)=[O:28])([CH3:25])([CH3:24])[CH3:23], predict the reaction product. The product is: [C:22]([O:26][C:27]([N:29]1[CH2:33][CH2:32][C@H:31]([O:34][C:35]2[CH:36]=[C:37]3[C:42](=[CH:43][CH:44]=2)[N:41]=[CH:40][CH:39]=[C:38]3[C:6]2[CH:5]=[N:4][C:3]([O:11][CH3:12])=[C:2]([Cl:1])[CH:7]=2)[CH2:30]1)=[O:28])([CH3:25])([CH3:23])[CH3:24].